Dataset: Full USPTO retrosynthesis dataset with 1.9M reactions from patents (1976-2016). Task: Predict the reactants needed to synthesize the given product. (1) Given the product [CH3:9][C:8]([C@H:10]1[C@@H:14]2[C@@H:15]3[C@@:28]([CH3:31])([CH2:29][CH2:30][C@@:13]2([C:37]([OH:39])=[O:38])[CH2:12][CH2:11]1)[C@@:27]1([CH3:32])[C@@H:18]([C@:19]2([CH3:36])[C@@H:24]([CH2:25][CH2:26]1)[C:23]([CH3:34])([CH3:33])[C:22](=[O:35])[CH2:21][CH2:20]2)[CH2:17][CH2:16]3)=[CH2:7], predict the reactants needed to synthesize it. The reactants are: N1C=CC=CC=1.[CH3:7][C:8]([C@H:10]1[C@@H:14]2[C@@H:15]3[C@@:28]([CH3:31])([CH2:29][CH2:30][C@@:13]2([C:37]([OH:39])=[O:38])[CH2:12][CH2:11]1)[C@@:27]1([CH3:32])[C@@H:18]([C@:19]2([CH3:36])[C@@H:24]([CH2:25][CH2:26]1)[C:23]([CH3:34])([CH3:33])[C@@H:22]([OH:35])[CH2:21][CH2:20]2)[CH2:17][CH2:16]3)=[CH2:9]. (2) Given the product [Cl:1][C:2]1[CH:7]=[CH:6][N:5]=[C:4]2[NH:8][CH:9]=[C:10]([C:11]([NH:15][CH2:16][C:17]3([OH:25])[CH2:18][CH2:19][C:20]([F:24])([F:23])[CH2:21][CH2:22]3)=[O:13])[C:3]=12, predict the reactants needed to synthesize it. The reactants are: [Cl:1][C:2]1[CH:7]=[CH:6][N:5]=[C:4]2[NH:8][CH:9]=[C:10]([C:11]([OH:13])=O)[C:3]=12.Cl.[NH2:15][CH2:16][C:17]1([OH:25])[CH2:22][CH2:21][C:20]([F:24])([F:23])[CH2:19][CH2:18]1.Cl.CN(C)CCCN=C=NCC.N1(O)C2C=CC=CC=2N=N1.C(N(C(C)C)C(C)C)C. (3) Given the product [C:1]([N:8]1[CH2:15][C@@H:14]([N:16]([C:24](=[O:29])[C:25]([CH3:26])([CH3:28])[CH3:27])[C@H:17]2[CH2:22][CH2:21][C@@H:20]([CH3:23])[CH2:19][CH2:18]2)[CH2:13][C@H:9]1[C:10]([NH2:37])=[O:11])([O:3][C:4]([CH3:6])([CH3:5])[CH3:7])=[O:2], predict the reactants needed to synthesize it. The reactants are: [C:1]([N:8]1[CH2:15][C@@H:14]([N:16]([C:24](=[O:29])[C:25]([CH3:28])([CH3:27])[CH3:26])[C@H:17]2[CH2:22][CH2:21][C@@H:20]([CH3:23])[CH2:19][CH2:18]2)[CH2:13][C@H:9]1[C:10](O)=[O:11])([O:3][C:4]([CH3:7])([CH3:6])[CH3:5])=[O:2].C(OC(Cl)=O)C.O.[NH3:37]. (4) Given the product [N+:1]([C:4]1[CH:5]=[C:6]([CH:10]=[C:11]2[CH2:20][CH2:19][C:14](=[O:15])[CH2:13][CH2:12]2)[CH:7]=[CH:8][CH:9]=1)([O-:3])=[O:2], predict the reactants needed to synthesize it. The reactants are: [N+:1]([C:4]1[CH:5]=[C:6]([CH:10]=[C:11]2[CH2:20][CH2:19][C:14]3(OCC[O:15]3)[CH2:13][CH2:12]2)[CH:7]=[CH:8][CH:9]=1)([O-:3])=[O:2].Cl. (5) Given the product [OH:20][C@@H:21]([C:32]1[CH:33]=[CH:34][CH:35]=[C:36]([O:5][CH2:6][CH:7]2[CH2:12][CH2:11][CH2:10][C:9](=[O:13])[NH:8]2)[CH:37]=1)[CH2:22][CH2:23][NH:24][C:25](=[O:31])[O:26][C:27]([CH3:30])([CH3:29])[CH3:28], predict the reactants needed to synthesize it. The reactants are: CS([O:5][CH2:6][CH:7]1[CH2:12][CH2:11][CH2:10][C:9](=[O:13])[NH:8]1)(=O)=O.C([O-])([O-])=O.[Cs+].[Cs+].[OH:20][C@@H:21]([C:32]1[CH:37]=[CH:36][CH:35]=[C:34](O)[CH:33]=1)[CH2:22][CH2:23][NH:24][C:25](=[O:31])[O:26][C:27]([CH3:30])([CH3:29])[CH3:28]. (6) The reactants are: C(OC(=O)[NH:7][CH2:8][C:9]1[CH:14]=[CH:13][CH:12]=[C:11]([CH2:15][NH:16][C:17]([C:19]2[C:20]([CH3:32])=[N:21][C:22]([C:25]3[CH:30]=[CH:29][CH:28]=[C:27]([F:31])[CH:26]=3)=[N:23][CH:24]=2)=[O:18])[CH:10]=1)(C)(C)C.C(O)(C(F)(F)F)=O.CCN(CC)CC.[CH3:48][S:49](Cl)(=[O:51])=[O:50]. Given the product [CH3:48][S:49]([NH:7][CH2:8][C:9]1[CH:10]=[C:11]([CH:12]=[CH:13][CH:14]=1)[CH2:15][NH:16][C:17]([C:19]1[C:20]([CH3:32])=[N:21][C:22]([C:25]2[CH:30]=[CH:29][CH:28]=[C:27]([F:31])[CH:26]=2)=[N:23][CH:24]=1)=[O:18])(=[O:51])=[O:50], predict the reactants needed to synthesize it. (7) Given the product [N+:1]([C:4]1[CH:5]=[C:6]([N:10]2[CH2:15][CH2:14][NH:13][CH2:12][C:11]2=[O:23])[CH:7]=[CH:8][CH:9]=1)([O-:3])=[O:2], predict the reactants needed to synthesize it. The reactants are: [N+:1]([C:4]1[CH:5]=[C:6]([N:10]2[CH2:15][CH2:14][N:13](C(OC(C)(C)C)=O)[CH2:12][C:11]2=[O:23])[CH:7]=[CH:8][CH:9]=1)([O-:3])=[O:2].FC(F)(F)C(O)=O. (8) Given the product [C:33]([O:17][CH2:16][CH:14]1[N:13]2[C:8](=[CH:9][C:10](=[O:21])[C:11]([C:18]([OH:20])=[O:19])=[CH:12]2)[C:7]2[CH:22]=[C:23]([O:24][CH2:25][CH3:26])[C:4]([O:3][CH2:1][CH3:2])=[CH:5][C:6]=2[CH2:15]1)(=[O:35])[CH3:34], predict the reactants needed to synthesize it. The reactants are: [CH2:1]([O:3][C:4]1[C:23]([O:24][CH2:25][CH3:26])=[CH:22][C:7]2[C:8]3[N:13]([CH:14]([CH2:16][OH:17])[CH2:15][C:6]=2[CH:5]=1)[CH:12]=[C:11]([C:18]([OH:20])=[O:19])[C:10](=[O:21])[CH:9]=3)[CH3:2].N1C=CC=CC=1.[C:33](Cl)(=[O:35])[CH3:34].